This data is from Peptide-MHC class I binding affinity with 185,985 pairs from IEDB/IMGT. The task is: Regression. Given a peptide amino acid sequence and an MHC pseudo amino acid sequence, predict their binding affinity value. This is MHC class I binding data. (1) The peptide sequence is ALFHKVQSY. The MHC is HLA-A26:01 with pseudo-sequence HLA-A26:01. The binding affinity (normalized) is 0.350. (2) The peptide sequence is DIPVNNNIVL. The MHC is HLA-A02:01 with pseudo-sequence HLA-A02:01. The binding affinity (normalized) is 0. (3) The peptide sequence is KAIGTVLV. The MHC is HLA-A23:01 with pseudo-sequence HLA-A23:01. The binding affinity (normalized) is 0.